Dataset: Forward reaction prediction with 1.9M reactions from USPTO patents (1976-2016). Task: Predict the product of the given reaction. (1) Given the reactants [Br:1][C:2]1[CH:3]=[C:4](I)[CH:5]=[CH:6][CH:7]=1.C1([Mg]Cl)CCCCC1.[NH2:17][C:18]1[N:22]([C:23]2[CH:24]=[C:25]([CH:32]=[CH:33][C:34]=2[CH3:35])[C:26]([NH:28][CH:29]2[CH2:31][CH2:30]2)=[O:27])[CH:21]=[N:20][C:19]=1[C:36]#N.Cl.C([O-])([O-])=[O:40].[K+].[K+], predict the reaction product. The product is: [NH2:17][C:18]1[N:22]([C:23]2[CH:24]=[C:25]([CH:32]=[CH:33][C:34]=2[CH3:35])[C:26]([NH:28][CH:29]2[CH2:31][CH2:30]2)=[O:27])[CH:21]=[N:20][C:19]=1[C:36](=[O:40])[C:4]1[CH:5]=[CH:6][CH:7]=[C:2]([Br:1])[CH:3]=1. (2) Given the reactants C(O[C:4]([C:6]1[C:11]([NH:12][C:13]2[N:14]([CH3:18])[N:15]=[CH:16][CH:17]=2)=[CH:10][CH:9]=[C:8]([CH3:19])[N:7]=1)=[O:5])C.[NH2:20][C:21]1[CH:26]=[CH:25][C:24]([F:27])=[CH:23][N:22]=1, predict the reaction product. The product is: [F:27][C:24]1[CH:25]=[CH:26][C:21]([NH:20][C:4]([C:6]2[C:11]([NH:12][C:13]3[N:14]([CH3:18])[N:15]=[CH:16][CH:17]=3)=[CH:10][CH:9]=[C:8]([CH3:19])[N:7]=2)=[O:5])=[N:22][CH:23]=1. (3) Given the reactants Cl[C:2]1[N:7]=[C:6]([C:8]2[N:12]3[CH:13]=[CH:14][CH:15]=[CH:16][C:11]3=[N:10][C:9]=2[C:17]2[CH:18]=[C:19]([CH:31]=[CH:32][CH:33]=2)[C:20]([NH:22][C:23]2[C:28]([F:29])=[CH:27][CH:26]=[CH:25][C:24]=2[F:30])=[O:21])[CH:5]=[CH:4][N:3]=1.[CH3:34][O:35][C:36]1[CH:42]=[C:41]([CH2:43][CH2:44][CH2:45][N:46]2[CH2:51][CH2:50][N:49]([CH3:52])[CH2:48][CH2:47]2)[CH:40]=[CH:39][C:37]=1[NH2:38].C1(C)C=CC(S(O)(=O)=O)=CC=1.C[O-].[Na+], predict the reaction product. The product is: [F:30][C:24]1[CH:25]=[CH:26][CH:27]=[C:28]([F:29])[C:23]=1[NH:22][C:20](=[O:21])[C:19]1[CH:31]=[CH:32][CH:33]=[C:17]([C:9]2[N:10]=[C:11]3[CH:16]=[CH:15][CH:14]=[CH:13][N:12]3[C:8]=2[C:6]2[CH:5]=[CH:4][N:3]=[C:2]([NH:38][C:37]3[CH:39]=[CH:40][C:41]([CH2:43][CH2:44][CH2:45][N:46]4[CH2:47][CH2:48][N:49]([CH3:52])[CH2:50][CH2:51]4)=[CH:42][C:36]=3[O:35][CH3:34])[N:7]=2)[CH:18]=1. (4) Given the reactants [F:1][C:2]1[CH:3]=[C:4]([N:9]2[C:13]([CH3:15])([CH3:14])[C:12](=[O:16])[N:11]([C:17]3[CH:24]=[CH:23][C:20]([C:21]#[N:22])=[C:19]([C:25]([F:28])([F:27])[F:26])[CH:18]=3)[C:10]2=[S:29])[CH:5]=[CH:6][C:7]=1[OH:8].O[CH2:31][C:32]1([C:35]#[N:36])[CH2:34][CH2:33]1.N(C(N1CCCCC1)=O)=NC(N1CCCCC1)=O.C(P(CCCC)CCCC)CCC, predict the reaction product. The product is: [C:35]([C:32]1([CH2:31][O:8][C:7]2[CH:6]=[CH:5][C:4]([N:9]3[C:13]([CH3:14])([CH3:15])[C:12](=[O:16])[N:11]([C:17]4[CH:24]=[CH:23][C:20]([C:21]#[N:22])=[C:19]([C:25]([F:26])([F:27])[F:28])[CH:18]=4)[C:10]3=[S:29])=[CH:3][C:2]=2[F:1])[CH2:34][CH2:33]1)#[N:36]. (5) Given the reactants FC(F)(F)C1C=C(NC(=O)NC2C=CC(C3SC(CCC(OC)=O)=NC=3)=CC=2)C=CC=1.[CH3:32][C:33]1[O:37][C:36]([CH2:38][CH:39]2[CH2:44][CH2:43][CH:42]([C:45]3[S:46][C:47]([C:50]4[CH:56]=[CH:55][C:53]([NH2:54])=[CH:52][CH:51]=4)=[CH:48][N:49]=3)[CH2:41][CH2:40]2)=[N:35][N:34]=1.[F:57][C:58]1[CH:63]=[C:62]([F:64])[C:61]([F:65])=[CH:60][C:59]=1[N:66]=[C:67]=[O:68], predict the reaction product. The product is: [CH3:32][C:33]1[O:37][C:36]([CH2:38][CH:39]2[CH2:44][CH2:43][CH:42]([C:45]3[S:46][C:47]([C:50]4[CH:51]=[CH:52][C:53]([NH:54][C:67]([NH:66][C:59]5[CH:60]=[C:61]([F:65])[C:62]([F:64])=[CH:63][C:58]=5[F:57])=[O:68])=[CH:55][CH:56]=4)=[CH:48][N:49]=3)[CH2:41][CH2:40]2)=[N:35][N:34]=1.